This data is from Forward reaction prediction with 1.9M reactions from USPTO patents (1976-2016). The task is: Predict the product of the given reaction. (1) Given the reactants C[O:2][C:3]1[CH:12]=[CH:11][C:10]2[C:5](=[CH:6][CH:7]=[C:8]([C:13]3[CH:18]=[CH:17][C:16]([O:19]C)=[CH:15][CH:14]=3)[CH:9]=2)[CH:4]=1.B(Br)(Br)Br, predict the reaction product. The product is: [OH:19][C:16]1[CH:17]=[CH:18][C:13]([C:8]2[CH:9]=[C:10]3[C:5](=[CH:6][CH:7]=2)[CH:4]=[C:3]([OH:2])[CH:12]=[CH:11]3)=[CH:14][CH:15]=1. (2) The product is: [OH:19][C:18]1[CH:20]=[C:8]2[C:9]([C:10]([CH3:12])=[C:4]([CH2:1][CH2:2][CH3:3])[C:5](=[O:6])[O:7]2)=[CH:13][CH:17]=1. Given the reactants [CH2:1]([CH:4]([C:10]([CH3:12])=O)[C:5]([O:7][CH2:8][CH3:9])=[O:6])[CH2:2][CH3:3].[CH:13](Cl)(Cl)Cl.[CH3:17][C:18]([CH3:20])=[O:19], predict the reaction product. (3) Given the reactants [F:1][C:2]1[CH:7]=[CH:6][C:5]([CH2:8][C:9]([O:11][CH2:12][CH3:13])=[O:10])=[CH:4][CH:3]=1.CO[CH:16](OC)[N:17]([CH3:19])[CH3:18], predict the reaction product. The product is: [CH3:16][N:17]([CH3:19])[CH:18]=[C:8]([C:5]1[CH:4]=[CH:3][C:2]([F:1])=[CH:7][CH:6]=1)[C:9]([O:11][CH2:12][CH3:13])=[O:10]. (4) Given the reactants [C:1](=[O:27])([O:3][C@H:4]1[C:13]2[C:8](=[CH:9][CH:10]=[C:11]3[O:17][C:16](=[O:18])[CH:15]=[C:14]([CH2:19][C:20]4[CH:25]=[CH:24][CH:23]=[CH:22][CH:21]=4)[C:12]3=2)[NH:7][C@@H:6]([CH3:26])[CH2:5]1)[NH2:2].N1C=CC=CC=1.[C:34](Cl)(=[O:36])[CH3:35], predict the reaction product. The product is: [C:1](=[O:27])([O:3][C@H:4]1[C:13]2[C:8](=[CH:9][CH:10]=[C:11]3[O:17][C:16](=[O:18])[CH:15]=[C:14]([CH2:19][C:20]4[CH:25]=[CH:24][CH:23]=[CH:22][CH:21]=4)[C:12]3=2)[N:7]([C:34](=[O:36])[CH3:35])[C@@H:6]([CH3:26])[CH2:5]1)[NH2:2]. (5) Given the reactants CS(OS(C)(=O)=O)(=O)=O.O[CH2:11][C:12]1[CH:13]=[CH:14][C:15]2[CH:20]([NH:21][C:22](=[O:45])[CH2:23][CH:24]([NH:31][S:32]([C:35]3[CH:44]=[CH:43][C:42]4[C:37](=[CH:38][CH:39]=[CH:40][CH:41]=4)[CH:36]=3)(=[O:34])=[O:33])[C:25]3[CH:30]=[CH:29][CH:28]=[CH:27][CH:26]=3)[CH2:19][S:18](=[O:47])(=[O:46])[N:17]([CH3:48])[C:16]=2[CH:49]=1.[CH3:50][N:51]1CCOC[CH2:52]1.N(C)C.S([O-])(=O)(=O)C, predict the reaction product. The product is: [CH3:50][N:51]([CH2:11][C:12]1[CH:13]=[CH:14][C:15]2[CH:20]([NH:21][C:22](=[O:45])[CH2:23][CH:24]([NH:31][S:32]([C:35]3[CH:44]=[CH:43][C:42]4[C:37](=[CH:38][CH:39]=[CH:40][CH:41]=4)[CH:36]=3)(=[O:33])=[O:34])[C:25]3[CH:30]=[CH:29][CH:28]=[CH:27][CH:26]=3)[CH2:19][S:18](=[O:47])(=[O:46])[N:17]([CH3:48])[C:16]=2[CH:49]=1)[CH3:52].